From a dataset of Forward reaction prediction with 1.9M reactions from USPTO patents (1976-2016). Predict the product of the given reaction. (1) Given the reactants [Br:1][C:2]1[CH:3]=[C:4]([C:9]2([C:17]3[CH:22]=[CH:21][CH:20]=[C:19]([OH:23])[CH:18]=3)[NH:13][C:12](=[S:14])[N:11]([CH3:15])[C:10]2=[O:16])[CH:5]=[CH:6][C:7]=1[F:8].C(N(CC)CC)C.[CH3:31][C:32]([C:36]1[CH:41]=[CH:40][C:39]([S:42](Cl)(=[O:44])=[O:43])=[CH:38][CH:37]=1)([CH3:35])[CH2:33][CH3:34], predict the reaction product. The product is: [CH3:35][C:32]([C:36]1[CH:37]=[CH:38][C:39]([S:42]([O:23][C:19]2[CH:20]=[CH:21][CH:22]=[C:17]([C:9]3([C:4]4[CH:5]=[CH:6][C:7]([F:8])=[C:2]([Br:1])[CH:3]=4)[C:10](=[O:16])[N:11]([CH3:15])[C:12](=[S:14])[NH:13]3)[CH:18]=2)(=[O:43])=[O:44])=[CH:40][CH:41]=1)([CH3:31])[CH2:33][CH3:34]. (2) Given the reactants [CH3:1][O:2][C:3](=[O:77])/[CH:4]=[CH:5]\[CH:6]=[CH:7]\[C@@H:8]([CH3:76])[C@@H:9]([O:68][Si:69]([C:72]([CH3:75])([CH3:74])[CH3:73])([CH3:71])[CH3:70])[CH2:10][C@H:11]([O:60][Si:61]([C:64]([CH3:67])([CH3:66])[CH3:65])([CH3:63])[CH3:62])/[CH:12]=[CH:13]\[C@H:14]([CH3:59])[C@H:15]([O:51][Si:52]([C:55]([CH3:58])([CH3:57])[CH3:56])([CH3:54])[CH3:53])[C@@H:16]([CH3:50])[CH2:17][C@@H:18]([CH3:49])[CH2:19][CH2:20][C@@H:21]([O:41][Si:42]([C:45]([CH3:48])([CH3:47])[CH3:46])([CH3:44])[CH3:43])[C@H:22]([CH3:40])[C@@H:23]([O:30]CC1C=CC(OC)=CC=1)[C@@H:24]([CH3:29])/[CH:25]=[CH:26]\[CH:27]=[CH2:28].C(Cl)Cl.C(C1C(=O)C(Cl)=C(Cl)C(=O)C=1C#N)#N, predict the reaction product. The product is: [CH3:1][O:2][C:3](=[O:77])/[CH:4]=[CH:5]\[CH:6]=[CH:7]\[C@@H:8]([CH3:76])[C@@H:9]([O:68][Si:69]([C:72]([CH3:75])([CH3:74])[CH3:73])([CH3:70])[CH3:71])[CH2:10][C@H:11]([O:60][Si:61]([C:64]([CH3:67])([CH3:66])[CH3:65])([CH3:62])[CH3:63])/[CH:12]=[CH:13]\[C@H:14]([CH3:59])[C@H:15]([O:51][Si:52]([C:55]([CH3:56])([CH3:57])[CH3:58])([CH3:54])[CH3:53])[C@@H:16]([CH3:50])[CH2:17][C@@H:18]([CH3:49])[CH2:19][CH2:20][C@@H:21]([O:41][Si:42]([C:45]([CH3:46])([CH3:47])[CH3:48])([CH3:43])[CH3:44])[C@H:22]([CH3:40])[C@@H:23]([OH:30])[C@@H:24]([CH3:29])/[CH:25]=[CH:26]\[CH:27]=[CH2:28]. (3) Given the reactants [BH4-].[Na+].[C:3]([O:7][C:8]([NH:10][CH2:11][C:12]1[CH:17]=[CH:16][C:15]([C:18](=[O:25])[CH2:19][C:20]([O:22][CH2:23][CH3:24])=[O:21])=[CH:14][CH:13]=1)=[O:9])([CH3:6])([CH3:5])[CH3:4].CCCCCC.C(OCC)(=O)C, predict the reaction product. The product is: [C:3]([O:7][C:8]([NH:10][CH2:11][C:12]1[CH:13]=[CH:14][C:15]([CH:18]([OH:25])[CH2:19][C:20]([O:22][CH2:23][CH3:24])=[O:21])=[CH:16][CH:17]=1)=[O:9])([CH3:5])([CH3:6])[CH3:4]. (4) Given the reactants [NH2:1][C:2]1[N:7]=[C:6]([NH2:8])[C:5]([C:9]2[CH:14]=[CH:13][C:12]([NH:15][CH2:16][C:17]3[CH:22]=[CH:21][C:20]([C:23](=[O:25])[CH3:24])=[CH:19][CH:18]=3)=[CH:11][CH:10]=2)=[C:4]([CH:26]([CH3:28])[CH3:27])[N:3]=1.[BH4-].[Na+], predict the reaction product. The product is: [NH2:1][C:2]1[N:7]=[C:6]([NH2:8])[C:5]([C:9]2[CH:14]=[CH:13][C:12]([NH:15][CH2:16][C:17]3[CH:22]=[CH:21][C:20]([CH:23]([OH:25])[CH3:24])=[CH:19][CH:18]=3)=[CH:11][CH:10]=2)=[C:4]([CH:26]([CH3:28])[CH3:27])[N:3]=1. (5) Given the reactants [CH:1]1([CH2:7][CH2:8][CH2:9][C@@H:10]([C:19]2[O:23][N:22]=[C:21]([CH3:24])[N:20]=2)[CH2:11][C:12]([O:14]C(C)(C)C)=[O:13])[CH2:6][CH2:5][CH2:4][CH2:3][CH2:2]1.FC(F)(F)C(O)=O, predict the reaction product. The product is: [CH:1]1([CH2:7][CH2:8][CH2:9][C@@H:10]([C:19]2[O:23][N:22]=[C:21]([CH3:24])[N:20]=2)[CH2:11][C:12]([OH:14])=[O:13])[CH2:6][CH2:5][CH2:4][CH2:3][CH2:2]1. (6) Given the reactants [Cl:1][C:2]1[CH:3]=[CH:4][C:5]2[N:11]=[C:10]([N:12]3[CH2:17][CH2:16][N:15]([CH2:18][C:19]([CH3:24])([CH3:23])[C:20]([OH:22])=[O:21])[CH2:14][CH2:13]3)[C:9]3=[CH:25][C:26]([CH3:28])=[CH:27][N:8]3[CH2:7][C:6]=2[CH:29]=1.[CH3:30][S:31]([OH:34])(=[O:33])=[O:32], predict the reaction product. The product is: [CH3:30][S:31]([OH:34])(=[O:33])=[O:32].[CH3:30][S:31]([OH:34])(=[O:33])=[O:32].[Cl:1][C:2]1[CH:3]=[CH:4][C:5]2[N:11]=[C:10]([N:12]3[CH2:13][CH2:14][N:15]([CH2:18][C:19]([CH3:24])([CH3:23])[C:20]([OH:22])=[O:21])[CH2:16][CH2:17]3)[C:9]3=[CH:25][C:26]([CH3:28])=[CH:27][N:8]3[CH2:7][C:6]=2[CH:29]=1.